Dataset: Peptide-MHC class II binding affinity with 134,281 pairs from IEDB. Task: Regression. Given a peptide amino acid sequence and an MHC pseudo amino acid sequence, predict their binding affinity value. This is MHC class II binding data. (1) The peptide sequence is TTRLYANASIGLFGA. The MHC is DRB1_0401 with pseudo-sequence DRB1_0401. The binding affinity (normalized) is 0.0820. (2) The peptide sequence is ILSEGNSFTAPNESY. The MHC is DRB1_1501 with pseudo-sequence DRB1_1501. The binding affinity (normalized) is 0.241. (3) The peptide sequence is VAWQVKLLPVPPTVT. The MHC is HLA-DPA10201-DPB10501 with pseudo-sequence HLA-DPA10201-DPB10501. The binding affinity (normalized) is 0.150. (4) The peptide sequence is IQARAAALAFEQAYA. The MHC is HLA-DQA10101-DQB10501 with pseudo-sequence HLA-DQA10101-DQB10501. The binding affinity (normalized) is 0.449. (5) The peptide sequence is KCIPSLEAAVKQAYA. The MHC is DRB1_0404 with pseudo-sequence DRB1_0404. The binding affinity (normalized) is 0.394. (6) The peptide sequence is CDDALIEGITLLNAK. The MHC is HLA-DQA10401-DQB10402 with pseudo-sequence HLA-DQA10401-DQB10402. The binding affinity (normalized) is 0.325.